This data is from NCI-60 drug combinations with 297,098 pairs across 59 cell lines. The task is: Regression. Given two drug SMILES strings and cell line genomic features, predict the synergy score measuring deviation from expected non-interaction effect. (1) Cell line: HOP-62. Synergy scores: CSS=43.5, Synergy_ZIP=-7.86, Synergy_Bliss=-0.664, Synergy_Loewe=-0.463, Synergy_HSA=-0.0878. Drug 1: C1=C(C(=O)NC(=O)N1)F. Drug 2: C1=CC(=CC=C1CC(C(=O)O)N)N(CCCl)CCCl.Cl. (2) Drug 1: CC1C(C(CC(O1)OC2CC(OC(C2O)C)OC3=CC4=CC5=C(C(=O)C(C(C5)C(C(=O)C(C(C)O)O)OC)OC6CC(C(C(O6)C)O)OC7CC(C(C(O7)C)O)OC8CC(C(C(O8)C)O)(C)O)C(=C4C(=C3C)O)O)O)O. Drug 2: C1=NC2=C(N1)C(=S)N=CN2. Cell line: RXF 393. Synergy scores: CSS=37.7, Synergy_ZIP=-5.60, Synergy_Bliss=-2.35, Synergy_Loewe=-4.91, Synergy_HSA=-1.07. (3) Drug 1: COC1=C(C=C2C(=C1)N=CN=C2NC3=CC(=C(C=C3)F)Cl)OCCCN4CCOCC4. Drug 2: C1C(C(OC1N2C=C(C(=O)NC2=O)F)CO)O. Cell line: MDA-MB-435. Synergy scores: CSS=24.8, Synergy_ZIP=-1.93, Synergy_Bliss=-0.557, Synergy_Loewe=1.63, Synergy_HSA=2.51. (4) Drug 1: CC1CCC2CC(C(=CC=CC=CC(CC(C(=O)C(C(C(=CC(C(=O)CC(OC(=O)C3CCCCN3C(=O)C(=O)C1(O2)O)C(C)CC4CCC(C(C4)OC)OCCO)C)C)O)OC)C)C)C)OC. Drug 2: C1CN(CCN1C(=O)CCBr)C(=O)CCBr. Synergy scores: CSS=44.8, Synergy_ZIP=-5.80, Synergy_Bliss=1.90, Synergy_Loewe=1.58, Synergy_HSA=1.38. Cell line: NCIH23. (5) Drug 1: CC12CCC3C(C1CCC2=O)CC(=C)C4=CC(=O)C=CC34C. Drug 2: CC1C(C(CC(O1)OC2CC(OC(C2O)C)OC3=CC4=CC5=C(C(=O)C(C(C5)C(C(=O)C(C(C)O)O)OC)OC6CC(C(C(O6)C)O)OC7CC(C(C(O7)C)O)OC8CC(C(C(O8)C)O)(C)O)C(=C4C(=C3C)O)O)O)O. Cell line: TK-10. Synergy scores: CSS=17.9, Synergy_ZIP=1.26, Synergy_Bliss=0.695, Synergy_Loewe=-1.10, Synergy_HSA=-0.252.